Dataset: Reaction yield outcomes from USPTO patents with 853,638 reactions. Task: Predict the reaction yield, written as a fraction of the theoretical maximum amount of product (1.0 means a 100% yield; for example, 0.34 means a 34% yield). (1) The reactants are [NH2:1][C:2]1[CH:10]=[C:9]([O:11][CH3:12])[C:8]([O:13][CH3:14])=[CH:7][C:3]=1[C:4](O)=[O:5].CC[N:17]=C=NCCCN(C)C.Cl.C1C=CC2N(O)N=NC=2C=1.CN1CCOCC1.N. The catalyst is O1CCCC1. The product is [NH2:1][C:2]1[CH:10]=[C:9]([O:11][CH3:12])[C:8]([O:13][CH3:14])=[CH:7][C:3]=1[C:4]([NH2:17])=[O:5]. The yield is 0.612. (2) The reactants are [Cl:1][C:2]1[CH:3]=[C:4]([CH2:9][CH2:10][NH:11][C:12]([C:14]2[S:18][C:17]3[CH:19]=[CH:20][CH:21]=[CH:22][C:16]=3[CH:15]=2)=O)[CH:5]=[CH:6][C:7]=1[Cl:8].Cl.[OH-].[Na+]. The catalyst is C1COCC1. The product is [S:18]1[C:14]([CH2:12][NH:11][CH2:10][CH2:9][C:4]2[CH:5]=[CH:6][C:7]([Cl:8])=[C:2]([Cl:1])[CH:3]=2)=[CH:15][C:16]2[CH:22]=[CH:21][CH:20]=[CH:19][C:17]1=2. The yield is 0.320. (3) The reactants are [CH3:1][O:2][C:3]1[CH:8]=[C:7]([C:9]([F:12])([F:11])[F:10])[C:6]([C:13]2[CH:18]=[CH:17][CH:16]=[C:15]([NH:19][C:20]([C:22]3[NH:23][C:24]4[C:29]([CH:30]=3)=[CH:28][CH:27]=[C:26]([NH:31][S:32]([CH3:35])(=[O:34])=[O:33])[CH:25]=4)=[O:21])[CH:14]=2)=[CH:5][C:4]=1[C:36]([O:38]C)=[O:37].[OH-].[Na+].Cl. The catalyst is CO. The product is [CH3:1][O:2][C:3]1[CH:8]=[C:7]([C:9]([F:12])([F:11])[F:10])[C:6]([C:13]2[CH:18]=[CH:17][CH:16]=[C:15]([NH:19][C:20]([C:22]3[NH:23][C:24]4[C:29]([CH:30]=3)=[CH:28][CH:27]=[C:26]([NH:31][S:32]([CH3:35])(=[O:33])=[O:34])[CH:25]=4)=[O:21])[CH:14]=2)=[CH:5][C:4]=1[C:36]([OH:38])=[O:37]. The yield is 0.990. (4) The reactants are [Br:1][C:2]1[CH:3]=[CH:4][C:5]2[NH:6][C:7]3[C:12]([C:13]=2[CH:14]=1)=[CH:11][C:10]([Br:15])=[CH:9][CH:8]=3.[H-].[Na+].[Br:18][C:19]1[CH:20]=[CH:21][C:22]2[N:23]([CH2:33][CH:34]3[CH2:36][O:35]3)[C:24]3[C:29]([C:30]=2[CH:31]=1)=[CH:28][C:27]([Br:32])=[CH:26][CH:25]=3. The catalyst is CN(C=O)C. The product is [Br:15][C:10]1[CH:9]=[CH:8][C:7]2[N:6]([CH2:36][CH:34]([OH:35])[CH2:33][N:23]3[C:24]4[CH:25]=[CH:26][C:27]([Br:32])=[CH:28][C:29]=4[C:30]4[C:22]3=[CH:21][CH:20]=[C:19]([Br:18])[CH:31]=4)[C:5]3[C:13]([C:12]=2[CH:11]=1)=[CH:14][C:2]([Br:1])=[CH:3][CH:4]=3. The yield is 0.340. (5) The reactants are C(OC(=O)[NH:7][C@H:8]1[CH2:13][CH2:12][C@H:11]([CH2:14][CH2:15][N:16]2[CH2:21][CH2:20][CH2:19][CH2:18][CH:17]2[C:22]2[CH:23]=[CH:24][O:25][C:26]3[C:30]=2[CH:29]=[CH:28][CH:27]=3)[CH2:10][CH2:9]1)(C)(C)C.[ClH:32]. The catalyst is ClCCl. The product is [ClH:32].[ClH:32].[O:25]1[C:26]2=[CH:27][CH:28]=[CH:29][C:30]2=[C:22]([CH:17]2[CH2:18][CH2:19][CH2:20][CH2:21][N:16]2[CH2:15][CH2:14][C@H:11]2[CH2:10][CH2:9][C@H:8]([NH2:7])[CH2:13][CH2:12]2)[CH:23]=[CH:24]1. The yield is 0.990. (6) The reactants are C1N=CN(C(N2C=NC=C2)=O)C=1.[Cl:13][C:14]1[CH:22]=[C:21]([Cl:23])[C:17]([C:18]([OH:20])=O)=[C:16]([N+:24]([O-:26])=[O:25])[C:15]=1[OH:27].[F:28][C:29]1[CH:35]=[CH:34][C:32]([NH2:33])=[CH:31][CH:30]=1. The catalyst is C1COCC1.CN(C=O)C. The product is [Cl:13][C:14]1[CH:22]=[C:21]([Cl:23])[C:17]([C:18]([NH:33][C:32]2[CH:34]=[CH:35][C:29]([F:28])=[CH:30][CH:31]=2)=[O:20])=[C:16]([N+:24]([O-:26])=[O:25])[C:15]=1[OH:27]. The yield is 0.650. (7) The reactants are [CH:1]([N-]C(C)C)([CH3:3])[CH3:2].[Li+].CN1C(=O)N(C)CCC1.[CH:18]1([C:28]([O:30][CH3:31])=[O:29])[CH2:23][CH2:22][CH2:21][CH:20]([C:24]([O:26][CH3:27])=[O:25])[CH2:19]1.BrCC[Cl:35]. The catalyst is C1COCC1. The product is [Cl:35][CH2:2][CH2:1][CH2:3][C:20]1([C:24]([O:26][CH3:27])=[O:25])[CH2:21][CH2:22][CH2:23][CH:18]([C:28]([O:30][CH3:31])=[O:29])[CH2:19]1. The yield is 0.700. (8) The reactants are [N+:1]([C:4]1[CH:12]=[C:11]2[C:7]([CH2:8][CH2:9][CH:10]2[NH:13][CH2:14][C:15]#[CH:16])=[CH:6][CH:5]=1)([O-:3])=[O:2].[C:17](O[C:17]([O:19][C:20]([CH3:23])([CH3:22])[CH3:21])=[O:18])([O:19][C:20]([CH3:23])([CH3:22])[CH3:21])=[O:18].CCCCCC. The catalyst is C(O)C. The product is [C:17]([N:13]([CH:10]1[C:11]2[C:7](=[CH:6][CH:5]=[C:4]([N+:1]([O-:3])=[O:2])[CH:12]=2)[CH2:8][CH2:9]1)[CH2:14][C:15]#[CH:16])([O:19][C:20]([CH3:23])([CH3:22])[CH3:21])=[O:18]. The yield is 0.930. (9) The reactants are C1=CCCC=CCC1.[CH:9]1[CH2:14][CH2:13][CH2:12][CH2:11][CH:10]=1.[CH2:15]([O:17][C:18](=[O:22])[CH:19](Cl)[Cl:20])[CH3:16].CC([O-])(C)C.[K+].C([O-])(=O)C.[Na+].OO.[Na+].[Cl-]. The catalyst is C(O)(C)(C)C.C1COCC1. The product is [Cl:20][CH:19]([CH:9]1[CH2:14][CH2:13][CH2:12][CH2:11][CH2:10]1)[C:18]([O:17][CH2:15][CH3:16])=[O:22]. The yield is 0.374.